Dataset: NCI-60 drug combinations with 297,098 pairs across 59 cell lines. Task: Regression. Given two drug SMILES strings and cell line genomic features, predict the synergy score measuring deviation from expected non-interaction effect. (1) Drug 1: CC1=C(C=C(C=C1)NC2=NC=CC(=N2)N(C)C3=CC4=NN(C(=C4C=C3)C)C)S(=O)(=O)N.Cl. Drug 2: CN(C)C1=NC(=NC(=N1)N(C)C)N(C)C. Cell line: UACC62. Synergy scores: CSS=2.30, Synergy_ZIP=0.294, Synergy_Bliss=2.51, Synergy_Loewe=1.37, Synergy_HSA=1.77. (2) Drug 1: CC1=CC=C(C=C1)C2=CC(=NN2C3=CC=C(C=C3)S(=O)(=O)N)C(F)(F)F. Drug 2: CC1=C2C(C(=O)C3(C(CC4C(C3C(C(C2(C)C)(CC1OC(=O)C(C(C5=CC=CC=C5)NC(=O)C6=CC=CC=C6)O)O)OC(=O)C7=CC=CC=C7)(CO4)OC(=O)C)O)C)OC(=O)C. Cell line: MOLT-4. Synergy scores: CSS=17.6, Synergy_ZIP=12.9, Synergy_Bliss=13.1, Synergy_Loewe=-44.0, Synergy_HSA=11.2.